This data is from Forward reaction prediction with 1.9M reactions from USPTO patents (1976-2016). The task is: Predict the product of the given reaction. (1) Given the reactants [NH2:1][C:2]1[CH:3]=[C:4]2[C:9](=[CH:10][CH:11]=1)[N:8]=[C:7]([O:12][C:13]1[CH:18]=[CH:17][C:16]([F:19])=[CH:15][C:14]=1[C:20](=[O:22])[CH3:21])[C:6]([CH2:23][C:24]1[CH:29]=[CH:28][CH:27]=[CH:26][CH:25]=1)=[CH:5]2.N1C=CC=CC=1.[N+:36]([C:39]1[CH:40]=[C:41]([N:45]=[C:46]=[O:47])[CH:42]=[CH:43][CH:44]=1)([O-:38])=[O:37], predict the reaction product. The product is: [C:20]([C:14]1[CH:15]=[C:16]([F:19])[CH:17]=[CH:18][C:13]=1[O:12][C:7]1[C:6]([CH2:23][C:24]2[CH:25]=[CH:26][CH:27]=[CH:28][CH:29]=2)=[CH:5][C:4]2[C:9](=[CH:10][CH:11]=[C:2]([NH:1][C:46]([NH:45][C:41]3[CH:42]=[CH:43][CH:44]=[C:39]([N+:36]([O-:38])=[O:37])[CH:40]=3)=[O:47])[CH:3]=2)[N:8]=1)(=[O:22])[CH3:21]. (2) Given the reactants [F:1][C:2]1[CH:7]=[CH:6][C:5]([C:8]2[O:9][C:10]3[CH:20]=[C:19]([N:21]([CH3:26])[S:22]([CH3:25])(=[O:24])=[O:23])[C:18](B4OC(C)(C)C(C)(C)O4)=[CH:17][C:11]=3[C:12]=2[C:13]([NH:15][CH3:16])=[O:14])=[CH:4][CH:3]=1.Cl[C:37]1[CH:38]=[CH:39][C:40]2[O:52][CH:51]([C:53]3[S:54][CH:55]=[CH:56][CH:57]=3)[C:50]3[C:49]4[C:44](=[CH:45][CH:46]=[CH:47][C:48]=4[F:58])[NH:43][C:42]=3[C:41]=2[N:59]=1.[O-]P([O-])([O-])=O.[K+].[K+].[K+].CC(C1C=C(C(C)C)C(C2C=CC=CC=2P(C2CCCCC2)C2CCCCC2)=C(C(C)C)C=1)C, predict the reaction product. The product is: [F:58][C:48]1[CH:47]=[CH:46][CH:45]=[C:44]2[C:49]=1[C:50]1[CH:51]([C:53]3[S:54][CH:55]=[CH:56][CH:57]=3)[O:52][C:40]3[CH:39]=[CH:38][C:37]([C:18]4[C:19]([N:21]([CH3:26])[S:22]([CH3:25])(=[O:23])=[O:24])=[CH:20][C:10]5[O:9][C:8]([C:5]6[CH:6]=[CH:7][C:2]([F:1])=[CH:3][CH:4]=6)=[C:12]([C:13]([NH:15][CH3:16])=[O:14])[C:11]=5[CH:17]=4)=[N:59][C:41]=3[C:42]=1[NH:43]2. (3) Given the reactants [Cl-].O[NH3+:3].[C:4](=[O:7])([O-])[OH:5].[Na+].CS(C)=O.[CH2:13]([N:20]1[C:25](=[O:26])[C:24]([CH2:27][C:28]2[CH:33]=[CH:32][C:31]([C:34]3[C:35]([C:40]#[N:41])=[CH:36][CH:37]=[CH:38][CH:39]=3)=[CH:30][CH:29]=2)=[C:23]([CH2:42][CH2:43][CH2:44][CH3:45])[N:22]=[C:21]1[CH2:46][O:47][CH3:48])[C:14]1[CH:19]=[CH:18][CH:17]=[CH:16][CH:15]=1, predict the reaction product. The product is: [CH2:13]([N:20]1[C:25](=[O:26])[C:24]([CH2:27][C:28]2[CH:33]=[CH:32][C:31]([C:34]3[CH:39]=[CH:38][CH:37]=[CH:36][C:35]=3[C:40]3[NH:3][C:4](=[O:7])[O:5][N:41]=3)=[CH:30][CH:29]=2)=[C:23]([CH2:42][CH2:43][CH2:44][CH3:45])[N:22]=[C:21]1[CH2:46][O:47][CH3:48])[C:14]1[CH:19]=[CH:18][CH:17]=[CH:16][CH:15]=1. (4) Given the reactants [C:1](=[O:4])([O-])[O-].[NH4+:5].[NH4+:6].[C-]#N.[K+].O.[Br:11][C:12]1[CH:17]=[CH:16][C:15]([C@H:18]2[CH2:22][CH2:21][C:20](=O)[CH2:19]2)=[CH:14][CH:13]=1.[CH2:24]([OH:26])C, predict the reaction product. The product is: [Br:11][C:12]1[CH:17]=[CH:16][C:15]([CH:18]2[CH2:22][CH2:21][C@:20]3([NH:6][C:24](=[O:26])[NH:5][C:1]3=[O:4])[CH2:19]2)=[CH:14][CH:13]=1.